From a dataset of Acute oral toxicity (LD50) regression data from Zhu et al.. Regression/Classification. Given a drug SMILES string, predict its toxicity properties. Task type varies by dataset: regression for continuous values (e.g., LD50, hERG inhibition percentage) or binary classification for toxic/non-toxic outcomes (e.g., AMES mutagenicity, cardiotoxicity, hepatotoxicity). Dataset: ld50_zhu. (1) The drug is CCSC(C)CC1CC(=O)C(C(CC)=NOCC=CCl)=C(O)C1. The rat oral LD50 is 2.42, given as -log10 of the dose in mol/kg body weight (higher means more acutely toxic). (2) The drug is O=[N+]([O-])c1cccc2[nH]c(C(F)(F)F)nc12. The rat oral LD50 is 4.34, given as -log10 of the dose in mol/kg body weight (higher means more acutely toxic). (3) The compound is CN(C)CCOc1ccccc1Cc1ccccc1. The rat oral LD50 is 2.48, given as -log10 of the dose in mol/kg body weight (higher means more acutely toxic). (4) The compound is CCOC(=S)c1ccc(Cl)cc1. The rat oral LD50 is 2.31, given as -log10 of the dose in mol/kg body weight (higher means more acutely toxic). (5) The compound is CCC1OCCSC1=NOC(=O)NC. The rat oral LD50 is 4.06, given as -log10 of the dose in mol/kg body weight (higher means more acutely toxic). (6) The drug is CC=C(C=O)CC. The rat oral LD50 is 1.58, given as -log10 of the dose in mol/kg body weight (higher means more acutely toxic). (7) The compound is O=C1OC(=O)C(OC(=O)c2ccccc2)=C1OC(=O)c1ccccc1. The rat oral LD50 is 1.53, given as -log10 of the dose in mol/kg body weight (higher means more acutely toxic).